The task is: Predict the reaction yield, written as a fraction of the theoretical maximum amount of product (1.0 means a 100% yield; for example, 0.34 means a 34% yield).. This data is from Reaction yield outcomes from USPTO patents with 853,638 reactions. (1) The reactants are C(N(CC)CC)C.[N:8]([C:11]1[CH:18]=[CH:17][C:14]([C:15]#[N:16])=[C:13]([C:19]([F:22])([F:21])[F:20])[CH:12]=1)=[C:9]=[S:10].[C:23]([O:27][C:28](=[O:42])[NH:29][C:30]1[CH:35]=[CH:34][C:33]([NH:36][C:37]([C:40]#[N:41])([CH3:39])[CH3:38])=[CH:32][CH:31]=1)([CH3:26])([CH3:25])[CH3:24].C(OCC)C.CC(C)=O. The catalyst is C1COCC1. The product is [C:23]([O:27][C:28](=[O:42])[NH:29][C:30]1[CH:35]=[CH:34][C:33]([N:36]2[C:37]([CH3:39])([CH3:38])[C:40](=[NH:41])[N:8]([C:11]3[CH:18]=[CH:17][C:14]([C:15]#[N:16])=[C:13]([C:19]([F:20])([F:22])[F:21])[CH:12]=3)[C:9]2=[S:10])=[CH:32][CH:31]=1)([CH3:26])([CH3:24])[CH3:25]. The yield is 0.150. (2) The yield is 0.890. The product is [CH2:24]([C:20]1([CH2:19][O:18][CH2:17][CH2:16][CH2:15][CH2:14][O:1][C:2]2[CH:3]=[CH:4][C:5]([C:6]([OH:8])=[O:7])=[CH:11][CH:12]=2)[CH2:21][O:22][CH2:23]1)[CH3:25]. The reactants are [OH:1][C:2]1[CH:12]=[CH:11][C:5]([C:6]([O:8]CC)=[O:7])=[CH:4][CH:3]=1.Br[CH2:14][CH2:15][CH2:16][CH2:17][O:18][CH2:19][C:20]1([CH2:24][CH3:25])[CH2:23][O:22][CH2:21]1. The catalyst is CN(C)C=O. (3) The reactants are [Cl-].O[NH3+:3].[C:4](=[O:7])([O-])[OH:5].[Na+].CS(C)=O.[CH3:13][C:14]1([CH3:51])[CH2:23][CH2:22][C:21]2[C:16](=[CH:17][CH:18]=[C:19]([N:24]3[C:29](=[O:30])[C:28]([CH2:31][C:32]4[CH:37]=[CH:36][C:35]([C:38]5[C:39]([C:44]#[N:45])=[CH:40][CH:41]=[CH:42][CH:43]=5)=[CH:34][C:33]=4[F:46])=[C:27]([CH2:47][CH2:48][CH3:49])[N:26]=[C:25]3[CH3:50])[CH:20]=2)[O:15]1. The catalyst is C(OCC)(=O)C. The product is [CH3:13][C:14]1([CH3:51])[CH2:23][CH2:22][C:21]2[C:16](=[CH:17][CH:18]=[C:19]([N:24]3[C:29](=[O:30])[C:28]([CH2:31][C:32]4[CH:37]=[CH:36][C:35]([C:38]5[CH:43]=[CH:42][CH:41]=[CH:40][C:39]=5[C:44]5[NH:3][C:4](=[O:7])[O:5][N:45]=5)=[CH:34][C:33]=4[F:46])=[C:27]([CH2:47][CH2:48][CH3:49])[N:26]=[C:25]3[CH3:50])[CH:20]=2)[O:15]1. The yield is 0.520. (4) The reactants are C([CH2:17][CH2:18][CH2:19][CH2:20][CH2:21][CH2:22][CH2:23][CH2:24]/[CH:25]=[CH:26]\[CH2:27][CH2:28][CH2:29][CH2:30][CH2:31][CH2:32][CH2:33][C:34]([NH-:36])=O)CCCCCCCCCCCCCCC.[H-].[H-].[H-].[H-].[Li+].[Al+3].[H-].[OH-].[Na+]. The catalyst is C1COCC1.CCOCC. The product is [CH2:32]([NH:36][CH2:34][CH2:33][CH2:32][CH2:31][CH2:30][CH2:29][CH2:28][CH2:27]/[CH:26]=[CH:25]\[CH2:24][CH2:23][CH2:22][CH2:21][CH2:20][CH2:19][CH2:18][CH3:17])[CH2:31][CH2:30][CH2:29][CH2:28][CH2:27][CH2:26][CH2:25][CH2:24][CH2:23][CH2:22][CH2:21][CH2:20][CH2:19][CH2:18][CH3:17]. The yield is 0.850. (5) The reactants are [NH:1]([C:8](=[O:28])[CH:9]([C:19]1[CH:27]=[CH:26][C:22]([C:23]([OH:25])=O)=[CH:21][N:20]=1)[C:10]([NH:12][C:13]1[CH:18]=[CH:17][CH:16]=[CH:15][CH:14]=1)=[O:11])[C:2]1[CH:7]=[CH:6][CH:5]=[CH:4][CH:3]=1.CCN=C=NCCCN(C)C.[CH:40]1[CH:41]=[CH:42][C:43]2[N:48](O)N=[N:46][C:44]=2[CH:45]=1.C1(N)C=CC=CC=1N. The catalyst is CN(C=O)C. The product is [NH2:46][C:44]1[CH:45]=[CH:40][CH:41]=[CH:42][C:43]=1[NH:48][C:23]([C:22]1[CH:26]=[CH:27][C:19]([CH:9]([C:8]([NH:1][C:2]2[CH:7]=[CH:6][CH:5]=[CH:4][CH:3]=2)=[O:28])[C:10]([NH:12][C:13]2[CH:18]=[CH:17][CH:16]=[CH:15][CH:14]=2)=[O:11])=[N:20][CH:21]=1)=[O:25]. The yield is 0.210. (6) The reactants are [CH2:1]([N:8]1[C:16]2[C:11](=[C:12]([C:17]3[CH:22]=[CH:21][C:20]([O:23][C:24]([F:27])([F:26])[F:25])=[CH:19][CH:18]=3)[CH:13]=[CH:14][CH:15]=2)[C:10]([C:28](=[O:34])[C:29]([O:31]CC)=[O:30])=[CH:9]1)[C:2]1[CH:7]=[CH:6][CH:5]=[CH:4][CH:3]=1.[OH-].[K+]. The catalyst is C1COCC1.O. The product is [CH2:1]([N:8]1[C:16]2[C:11](=[C:12]([C:17]3[CH:22]=[CH:21][C:20]([O:23][C:24]([F:27])([F:25])[F:26])=[CH:19][CH:18]=3)[CH:13]=[CH:14][CH:15]=2)[C:10]([C:28](=[O:34])[C:29]([OH:31])=[O:30])=[CH:9]1)[C:2]1[CH:3]=[CH:4][CH:5]=[CH:6][CH:7]=1. The yield is 0.830. (7) The reactants are [OH-].[K+].[CH2:3]([O:10][CH2:11][C:12]([NH:14][N:15]1[C:19]([C:20]([NH2:22])=[O:21])=[CH:18][N:17]=[CH:16]1)=O)[C:4]1[CH:9]=[CH:8][CH:7]=[CH:6][CH:5]=1. The catalyst is O.CCO. The product is [CH2:3]([O:10][CH2:11][C:12]1[NH:22][C:20](=[O:21])[C:19]2=[CH:18][N:17]=[CH:16][N:15]2[N:14]=1)[C:4]1[CH:9]=[CH:8][CH:7]=[CH:6][CH:5]=1. The yield is 0.710.